From a dataset of Full USPTO retrosynthesis dataset with 1.9M reactions from patents (1976-2016). Predict the reactants needed to synthesize the given product. Given the product [ClH:22].[CH:12]12[CH2:14][CH:9]([NH:8][CH2:13]1)[CH2:10][N:11]2[C:15](=[O:21])[CH2:16][OH:17], predict the reactants needed to synthesize it. The reactants are: C(OC([N:8]1[CH2:13][CH:12]2[CH2:14][CH:9]1[CH2:10][N:11]2[C:15](=[O:21])[CH2:16][O:17]C(=O)C)=O)(C)(C)C.[ClH:22].